This data is from NCI-60 drug combinations with 297,098 pairs across 59 cell lines. The task is: Regression. Given two drug SMILES strings and cell line genomic features, predict the synergy score measuring deviation from expected non-interaction effect. (1) Drug 1: C1=CC=C(C=C1)NC(=O)CCCCCCC(=O)NO. Drug 2: C#CCC(CC1=CN=C2C(=N1)C(=NC(=N2)N)N)C3=CC=C(C=C3)C(=O)NC(CCC(=O)O)C(=O)O. Cell line: HOP-92. Synergy scores: CSS=17.5, Synergy_ZIP=-2.81, Synergy_Bliss=0.455, Synergy_Loewe=-4.66, Synergy_HSA=0.500. (2) Drug 1: C1CCN(CC1)CCOC2=CC=C(C=C2)C(=O)C3=C(SC4=C3C=CC(=C4)O)C5=CC=C(C=C5)O. Drug 2: C1=C(C(=O)NC(=O)N1)F. Cell line: SN12C. Synergy scores: CSS=26.3, Synergy_ZIP=-3.38, Synergy_Bliss=-3.75, Synergy_Loewe=-0.232, Synergy_HSA=0.00722. (3) Drug 1: CC1CCC2CC(C(=CC=CC=CC(CC(C(=O)C(C(C(=CC(C(=O)CC(OC(=O)C3CCCCN3C(=O)C(=O)C1(O2)O)C(C)CC4CCC(C(C4)OC)OCCO)C)C)O)OC)C)C)C)OC. Drug 2: C1CC(=O)NC(=O)C1N2C(=O)C3=CC=CC=C3C2=O. Cell line: SF-539. Synergy scores: CSS=11.0, Synergy_ZIP=-3.85, Synergy_Bliss=-3.34, Synergy_Loewe=-20.9, Synergy_HSA=-4.10.